Task: Predict the product of the given reaction.. Dataset: Forward reaction prediction with 1.9M reactions from USPTO patents (1976-2016) (1) Given the reactants C(OCCOC1C=CC(C([N:14]2[C:22]3[CH:21]=[CH:20][CH:19]=[C:18]([CH2:23]C(O)=O)[C:17]=3[CH:16]=[C:15]2[CH3:27])=O)=CC=1)CC.CN(C)[CH:32]=[O:33].C(N(CC)CC)C.[C]=[O:43], predict the reaction product. The product is: [CH3:32][O:33][C:23]([C:18]1[C:17]2[CH:16]=[C:15]([CH3:27])[NH:14][C:22]=2[CH:21]=[CH:20][CH:19]=1)=[O:43]. (2) Given the reactants F[C:2]1[CH:9]=[C:8]([C:10]([F:13])([F:12])[F:11])[CH:7]=[CH:6][C:3]=1[C:4]#[N:5].[H-].[Na+].[CH:16]([OH:19])([CH3:18])[CH3:17], predict the reaction product. The product is: [CH:16]([O:19][C:2]1[CH:9]=[C:8]([C:10]([F:13])([F:12])[F:11])[CH:7]=[CH:6][C:3]=1[C:4]#[N:5])([CH3:18])[CH3:17]. (3) Given the reactants Br[C:2]1[CH:3]=[C:4]([CH:9]=[CH:10][C:11]=1[CH2:12][NH:13][C@H:14]([CH3:17])[CH2:15][OH:16])[C:5]([O:7][CH3:8])=[O:6].C([O-])([O-])=O.[K+].[K+], predict the reaction product. The product is: [CH3:17][C@H:14]1[NH:13][CH2:12][C:11]2[CH:10]=[CH:9][C:4]([C:5]([O:7][CH3:8])=[O:6])=[CH:3][C:2]=2[O:16][CH2:15]1. (4) Given the reactants CN(C)S([N:6]1[CH:10]=[C:9]([CH:11]([C:13]2[CH:18]=[CH:17][CH:16]=[C:15]([F:19])[C:14]=2[F:20])[CH3:12])[N:8]=[C:7]1[Si](C(C)(C)C)(C)C)(=O)=O.N, predict the reaction product. The product is: [F:20][C:14]1[C:15]([F:19])=[CH:16][CH:17]=[CH:18][C:13]=1[CH:11]([C:9]1[N:8]=[CH:7][NH:6][CH:10]=1)[CH3:12]. (5) Given the reactants [CH:1]1([CH2:7][C@H:8]([NH:14][C:15](=[O:21])[O:16][C:17]([CH3:20])([CH3:19])[CH3:18])[C:9](=[O:13])[C:10]([CH3:12])=[CH2:11])[CH2:6][CH2:5][CH2:4][CH2:3][CH2:2]1.[O-:22]Cl.[Na+], predict the reaction product. The product is: [CH:1]1([CH2:7][C@H:8]([NH:14][C:15](=[O:21])[O:16][C:17]([CH3:20])([CH3:19])[CH3:18])[C:9]([C@@:10]2([CH3:12])[CH2:11][O:22]2)=[O:13])[CH2:2][CH2:3][CH2:4][CH2:5][CH2:6]1.